Task: Predict the product of the given reaction.. Dataset: Forward reaction prediction with 1.9M reactions from USPTO patents (1976-2016) (1) Given the reactants C(N(CC)C(=O)C1C(=CC=CC=1)O)C.[O-]P([O-])([O-])=O.[K+].[K+].[K+].Br[C:24]1[CH:25]=[C:26]([CH3:31])[CH:27]=[C:28]([CH3:30])[CH:29]=1.[CH3:32][C@@H:33]([NH2:40])[C:34]1[CH:39]=[CH:38][CH:37]=[CH:36][CH:35]=1.[OH-].[NH4+].CCCCCCCCCCCC, predict the reaction product. The product is: [CH3:30][C:28]1[CH:29]=[C:24]([NH:40][C@H:33]([CH3:32])[C:34]2[CH:39]=[CH:38][CH:37]=[CH:36][CH:35]=2)[CH:25]=[C:26]([CH3:31])[CH:27]=1. (2) The product is: [Cl:1][C:2]1[CH:24]=[CH:23][C:5]([CH2:6][N:7]2[C:16](=[O:17])[C:15]3[C:10](=[N:11][C:12]4[CH2:21][CH2:20][CH2:19][CH2:18][C:13]=4[N:14]=3)[N:9]([CH2:36][C:35]3[CH:34]=[C:33]([CH:40]=[CH:39][CH:38]=3)[C:31]#[N:32])[C:8]2=[O:22])=[CH:4][CH:3]=1. Given the reactants [Cl:1][C:2]1[CH:24]=[CH:23][C:5]([CH2:6][N:7]2[C:16](=[O:17])[C:15]3[C:10](=[N:11][C:12]4[CH2:21][CH2:20][CH2:19][CH2:18][C:13]=4[N:14]=3)[NH:9][C:8]2=[O:22])=[CH:4][CH:3]=1.C([O-])([O-])=O.[K+].[K+].[C:31]([C:33]1[CH:34]=[C:35]([CH:38]=[CH:39][CH:40]=1)[CH2:36]Br)#[N:32], predict the reaction product. (3) The product is: [N:9]1[C:8]2[CH:7]=[CH:6][O:5][C:4]=2[C:1](=[O:3])[NH:2][CH:10]=1. Given the reactants [C:1]([C:4]1[O:5][CH:6]=[CH:7][C:8]=1[NH:9][C:10](=O)OC(C)(C)C)(=[O:3])[NH2:2].FC(F)(F)C(O)=O.CCOCC, predict the reaction product. (4) Given the reactants [CH2:1]=[C:2]1[CH2:7][CH2:6][N:5]([C:8]([O:10][C:11]([CH3:14])([CH3:13])[CH3:12])=[O:9])[CH2:4][CH2:3]1.C(O)(=O)C1C(=CC=CC=1)C(O)=[O:19].C(=O)(O)[O-].[Na+], predict the reaction product. The product is: [O:19]1[C:2]2([CH2:7][CH2:6][N:5]([C:8]([O:10][C:11]([CH3:14])([CH3:13])[CH3:12])=[O:9])[CH2:4][CH2:3]2)[CH2:1]1. (5) Given the reactants [NH:1]1[CH:5]=[CH:4][N:3]=[CH:2]1.[O-:6]CC.[Na+].[Br:10][C:11]1[CH:16]=[CH:15][C:14]([C:17]([F:20])([F:19])[F:18])=[CH:13][C:12]=1F.O, predict the reaction product. The product is: [NH4+:1].[OH-:6].[Br:10][C:11]1[CH:12]=[CH:13][C:14]([C:17]([F:18])([F:19])[F:20])=[CH:15][C:16]=1[N:1]1[CH:5]=[CH:4][N:3]=[CH:2]1. (6) Given the reactants [NH:1]1[CH:5]=[CH:4][N:3]=[C:2]1[C:6]1[CH:12]=[CH:11][C:9]([NH2:10])=[C:8]([CH3:13])[CH:7]=1.[CH3:14][O:15][C:16]1[CH:21]=[CH:20][C:19]([C:22](=O)[CH2:23][CH2:24][C:25](=O)[CH2:26][CH2:27][C:28]([O:30][CH2:31][CH3:32])=[O:29])=[CH:18][CH:17]=1, predict the reaction product. The product is: [NH:1]1[CH:5]=[CH:4][N:3]=[C:2]1[C:6]1[CH:12]=[CH:11][C:9]([N:10]2[C:22]([C:19]3[CH:20]=[CH:21][C:16]([O:15][CH3:14])=[CH:17][CH:18]=3)=[CH:23][CH:24]=[C:25]2[CH2:26][CH2:27][C:28]([O:30][CH2:31][CH3:32])=[O:29])=[C:8]([CH3:13])[CH:7]=1.